This data is from Forward reaction prediction with 1.9M reactions from USPTO patents (1976-2016). The task is: Predict the product of the given reaction. (1) Given the reactants [CH2:1]([O:5][CH2:6][CH2:7][O:8][C:9]1[CH:14]=[CH:13][C:12]([C:15]2[CH:16]=[CH:17][C:18]3[NH:24][CH2:23][CH2:22][C:21]([C:25]([NH:27][C:28]4[CH:33]=[CH:32][C:31]([CH:34]([OH:42])[C:35]5[CH:40]=[CH:39][CH:38]=[CH:37][N+:36]=5[O-:41])=[C:30]([O:43][CH2:44][C:45]([F:48])([F:47])[F:46])[CH:29]=4)=[O:26])=[CH:20][C:19]=3[CH:49]=2)=[CH:11][CH:10]=1)[CH2:2][CH2:3][CH3:4].[C:50](=O)(O)[O-].[Na+].Cl[CH2:56][CH2:57]Cl, predict the reaction product. The product is: [CH2:1]([O:5][CH2:6][CH2:7][O:8][C:9]1[CH:14]=[CH:13][C:12]([C:15]2[CH:16]=[CH:17][C:18]3[N:24]([CH2:50][CH2:56][CH3:57])[CH2:23][CH2:22][C:21]([C:25]([NH:27][C:28]4[CH:33]=[CH:32][C:31]([CH:34]([OH:42])[C:35]5[CH:40]=[CH:39][CH:38]=[CH:37][N+:36]=5[O-:41])=[C:30]([O:43][CH2:44][C:45]([F:48])([F:46])[F:47])[CH:29]=4)=[O:26])=[CH:20][C:19]=3[CH:49]=2)=[CH:11][CH:10]=1)[CH2:2][CH2:3][CH3:4]. (2) Given the reactants [NH2:1][C:2]1[CH:7]=[CH:6][N:5]=[CH:4][CH:3]=1.C(N(CC)CC)C.[C:15](Cl)(=[O:20])[C:16]([CH3:19])([CH3:18])[CH3:17], predict the reaction product. The product is: [CH3:17][C:16]([CH3:19])([CH3:18])[C:15]([NH:1][C:2]1[CH:7]=[CH:6][N:5]=[CH:4][CH:3]=1)=[O:20]. (3) Given the reactants [Cl:1][C:2]1[CH:7]=[CH:6][CH:5]=[C:4]([Cl:8])[C:3]=1[NH:9][C:10]1[CH:15]=[CH:14][CH:13]=[CH:12][C:11]=1[CH2:16][C:17]([O:19][C:20]1[CH:40]=[CH:39][C:23]([C:24]([O:26][CH:27]2[CH2:32][O:31]C(C3C=CC=CC=3)[O:29][CH2:28]2)=[O:25])=[CH:22][CH:21]=1)=[O:18], predict the reaction product. The product is: [Cl:1][C:2]1[CH:7]=[CH:6][CH:5]=[C:4]([Cl:8])[C:3]=1[NH:9][C:10]1[CH:15]=[CH:14][CH:13]=[CH:12][C:11]=1[CH2:16][C:17]([O:19][C:20]1[CH:21]=[CH:22][C:23]([C:24]([O:26][CH:27]([CH2:28][OH:29])[CH2:32][OH:31])=[O:25])=[CH:39][CH:40]=1)=[O:18]. (4) The product is: [NH2:8][C@H:9]1[CH2:14][CH2:13][CH2:12][CH2:11][C@H:10]1[NH:15][C:16]1[CH:17]=[C:18]([NH:24][C:25]2[CH:26]=[CH:27][CH:28]=[C:29]([CH2:31][N:32]3[CH2:37][CH2:36][NH:35][CH2:34][CH2:33]3)[N:30]=2)[C:19]([C:22]#[N:23])=[N:20][CH:21]=1. Given the reactants C(OC([NH:8][C@H:9]1[CH2:14][CH2:13][CH2:12][CH2:11][C@H:10]1[NH:15][C:16]1[CH:17]=[C:18]([NH:24][C:25]2[N:30]=[C:29]([CH2:31][N:32]3[CH2:37][CH2:36][N:35](C(OC(C)(C)C)=O)[CH2:34][CH2:33]3)[CH:28]=[CH:27][CH:26]=2)[C:19]([C:22]#[N:23])=[N:20][CH:21]=1)=O)(C)(C)C.FC(F)(F)C(O)=O, predict the reaction product. (5) Given the reactants C[O:2][C:3]1[C:8]([C:9](=[O:20])[NH:10][CH2:11][CH2:12][CH2:13][N:14]2[CH2:18][CH2:17][CH2:16][C:15]2=[O:19])=[CH:7][C:6]([NH:21][C:22]([C:24]2[N:25]=[C:26]([CH:29]3[CH2:31][CH2:30]3)[O:27][CH:28]=2)=[O:23])=[C:5]([N:32]2[CH2:37][CH2:36][N:35]([C:38]3[CH:43]=[CH:42][CH:41]=[CH:40][C:39]=3[CH3:44])[CH2:34][CH2:33]2)[CH:4]=1.[Br-].[Mg+2].[Br-], predict the reaction product. The product is: [OH:2][C:3]1[C:8]([C:9](=[O:20])[NH:10][CH2:11][CH2:12][CH2:13][N:14]2[CH2:18][CH2:17][CH2:16][C:15]2=[O:19])=[CH:7][C:6]([NH:21][C:22]([C:24]2[N:25]=[C:26]([CH:29]3[CH2:30][CH2:31]3)[O:27][CH:28]=2)=[O:23])=[C:5]([N:32]2[CH2:33][CH2:34][N:35]([C:38]3[CH:43]=[CH:42][CH:41]=[CH:40][C:39]=3[CH3:44])[CH2:36][CH2:37]2)[CH:4]=1.